This data is from Reaction yield outcomes from USPTO patents with 853,638 reactions. The task is: Predict the reaction yield, written as a fraction of the theoretical maximum amount of product (1.0 means a 100% yield; for example, 0.34 means a 34% yield). (1) The reactants are [N:1]1[C:10]2[C:5](=[CH:6][CH:7]=[CH:8][C:9]=2[S:11](Cl)(=[O:13])=[O:12])[CH:4]=[CH:3][CH:2]=1.[NH3:15]. The catalyst is C(Cl)Cl. The product is [N:1]1[C:10]2[C:5](=[CH:6][CH:7]=[CH:8][C:9]=2[S:11]([NH2:15])(=[O:13])=[O:12])[CH:4]=[CH:3][CH:2]=1. The yield is 0.470. (2) The reactants are Cl[C:2]1[N:7]=[CH:6][N:5]=[C:4]([NH:8][C:9]2[CH:14]=[CH:13][CH:12]=[C:11]([NH2:15])[N:10]=2)[CH:3]=1.[CH3:16][O:17][C:18]1[CH:23]=[CH:22][C:21]([OH:24])=[CH:20][CH:19]=1.C([O-])([O-])=O.[K+].[K+]. The catalyst is CN(C=O)C.CCOC(C)=O. The product is [O:17]([C:18]1[CH:23]=[CH:22][C:21]([O:24][C:2]2[N:7]=[CH:6][N:5]=[C:4]([NH:8][C:9]3[CH:14]=[CH:13][CH:12]=[C:11]([NH2:15])[N:10]=3)[CH:3]=2)=[CH:20][CH:19]=1)[CH3:16]. The yield is 0.592. (3) The reactants are [Br:1][C:2]1[CH:3]=[C:4](F)[C:5]([C:8]#[N:9])=[N:6][CH:7]=1.[NH:11]1[CH2:16][CH2:15][O:14][CH2:13][CH2:12]1.CCN(C(C)C)C(C)C. The catalyst is O=[N+]([O-])[O-].[O-][N+](=O)[O-].[O-][N+](=O)[O-].[O-][N+](=O)[O-].[O-][N+](=O)[O-].[O-][N+](=O)[O-].[Ce+4].[NH4+].[NH4+].O. The product is [Br:1][C:2]1[CH:3]=[C:4]([N:11]2[CH2:16][CH2:15][O:14][CH2:13][CH2:12]2)[C:5]([C:8]#[N:9])=[N:6][CH:7]=1. The yield is 0.870. (4) The reactants are [Cl:1][C:2]1[CH:28]=[CH:27][C:5]([CH2:6][N:7]2[C:12](=[N:13][C:14]3[CH:19]=[CH:18][C:17]([O:20][CH:21]([CH3:23])[CH3:22])=[C:16]([Cl:24])[CH:15]=3)[NH:11][C:10](=[O:25])[NH:9][C:8]2=[O:26])=[CH:4][CH:3]=1.Br[CH2:30][C@@H:31]1[CH2:35][O:34][C:33]([CH3:37])([CH3:36])[O:32]1.CC(C)([O-])C.[K+].CN(C=O)C. The catalyst is O. The product is [Cl:1][C:2]1[CH:3]=[CH:4][C:5]([CH2:6][N:7]2[C:12](=[N:13][C:14]3[CH:19]=[CH:18][C:17]([O:20][CH:21]([CH3:23])[CH3:22])=[C:16]([Cl:24])[CH:15]=3)[NH:11][C:10](=[O:25])[N:9]([CH2:30][C@@H:31]3[CH2:35][O:34][C:33]([CH3:37])([CH3:36])[O:32]3)[C:8]2=[O:26])=[CH:27][CH:28]=1. The yield is 0.300. (5) The reactants are [Br:1][C:2]1[CH:3]=[C:4]([NH:8][CH2:9][CH2:10][C:11]([C:13]2[CH:18]=[CH:17][CH:16]=[CH:15][CH:14]=2)=[O:12])[CH:5]=[CH:6][CH:7]=1.C([O-])([O-])=O.[K+].[K+].Cl[C:26]([O:28][CH3:29])=[O:27]. The catalyst is C1COCC1. The product is [Br:1][C:2]1[CH:3]=[C:4]([N:8]([CH2:9][CH2:10][C:11](=[O:12])[C:13]2[CH:14]=[CH:15][CH:16]=[CH:17][CH:18]=2)[C:26](=[O:27])[O:28][CH3:29])[CH:5]=[CH:6][CH:7]=1. The yield is 0.950. (6) The reactants are [NH:1]1[C:6](=O)[CH2:5][O:4][C:3]2[CH:8]=[N:9][CH:10]=[CH:11][C:2]1=2.[H-].[Al+3].[Li+].[H-].[H-].[H-].O.[OH-].[Na+]. The catalyst is O1CCCC1. The product is [NH:1]1[CH2:6][CH2:5][O:4][C:3]2[CH:8]=[N:9][CH:10]=[CH:11][C:2]1=2. The yield is 0.650. (7) The reactants are [O-]S(C(F)(F)F)(=O)=O.[CH2:9]([O:11][C:12]([CH:14]1[CH2:23][C:22]2[C:17](=[CH:18][CH:19]=[CH:20][CH:21]=2)[C:16]([CH3:25])([CH3:24])[NH:15]1)=[O:13])[CH3:10].C[Si](C=[N+]=[N-])(C)C.[CH3:33][OH:34]. The catalyst is C(Cl)Cl. The product is [CH2:9]([O:11][C:12]([CH:14]1[CH2:23][C:22]2[C:17](=[CH:18][CH:19]=[C:20]([O:34][CH3:33])[CH:21]=2)[C:16]([CH3:24])([CH3:25])[NH:15]1)=[O:13])[CH3:10]. The yield is 0.960. (8) The reactants are [Cl:1][C:2]1[CH:3]=[C:4]2[C:9](=[CH:10][CH:11]=1)[N:8]=[C:7]([C:12]([O:14]CC)=O)[N:6]=[CH:5]2.[NH2:17][C@H:18]1[CH2:22][CH2:21][N:20]([C:23]([O:25][C:26]([CH3:29])([CH3:28])[CH3:27])=[O:24])[CH2:19]1.C(N(C(C)C)CC)(C)C. The catalyst is CN1C(=O)CCC1. The product is [Cl:1][C:2]1[CH:3]=[C:4]2[C:9](=[CH:10][CH:11]=1)[N:8]=[C:7]([C:12]([NH:17][C@H:18]1[CH2:22][CH2:21][N:20]([C:23]([O:25][C:26]([CH3:29])([CH3:28])[CH3:27])=[O:24])[CH2:19]1)=[O:14])[N:6]=[CH:5]2. The yield is 0.250. (9) The reactants are [C:1](Cl)(=[O:3])[CH3:2].C(N(CC)CC)C.[Br:12][C:13]1[CH:18]=[CH:17][C:16]([OH:19])=[C:15]([CH2:20][CH3:21])[CH:14]=1. The catalyst is C(Cl)Cl. The product is [Br:12][C:13]1[CH:18]=[CH:17][C:16]([O:19][C:1](=[O:3])[CH3:2])=[C:15]([CH2:20][CH3:21])[CH:14]=1. The yield is 0.810.